Predict the reactants needed to synthesize the given product. From a dataset of Full USPTO retrosynthesis dataset with 1.9M reactions from patents (1976-2016). Given the product [Br:1][C:2]1[CH:3]=[N:4][C:5]([N:8]([C@H:9]2[CH2:14][CH2:13][C@H:12]([C:15]#[C:16][CH2:17][N:25]([CH3:26])[CH3:24])[CH2:11][CH2:10]2)[CH3:23])=[N:6][CH:7]=1, predict the reactants needed to synthesize it. The reactants are: [Br:1][C:2]1[CH:3]=[N:4][C:5]([N:8]([CH3:23])[C@H:9]2[CH2:14][CH2:13][C@H:12]([C:15]#[C:16][CH2:17]OS(C)(=O)=O)[CH2:11][CH2:10]2)=[N:6][CH:7]=1.[CH3:24][NH:25][CH3:26].